The task is: Predict which catalyst facilitates the given reaction.. This data is from Catalyst prediction with 721,799 reactions and 888 catalyst types from USPTO. (1) Reactant: C(OC([C:6]1([NH:17]C(=O)C)[CH2:15][C:14]2[C:9](=[CH:10][CH:11]=[CH:12][CH:13]=2)[NH:8][C:7]1=[O:16])=O)C. Product: [NH2:17][CH:6]1[CH2:15][C:14]2[C:9](=[CH:10][CH:11]=[CH:12][CH:13]=2)[NH:8][C:7]1=[O:16]. The catalyst class is: 33. (2) Reactant: Br[C:2]1[CH:7]=[C:6]([CH2:8][N:9]2[CH2:14][CH2:13][N:12]([CH2:15][C:16]3[CH:21]=[CH:20][C:19]([C:22]4[CH:27]=[CH:26][C:25]([C:28]([OH:37])([C:33]([F:36])([F:35])[F:34])[C:29]([F:32])([F:31])[F:30])=[CH:24][CH:23]=4)=[CH:18][CH:17]=3)[CH2:11][CH2:10]2)[CH:5]=[CH:4][N:3]=1.[CH3:38]B1OB(C)OB(C)O1.[C:47](=[O:50])([O-])[O-:48].[K+].[K+].O1CCOCC1. Product: [F:30][C:29]([F:32])([F:31])[C:28]([C:25]1[CH:26]=[CH:27][C:22]([C:19]2[CH:20]=[CH:21][C:16]([CH2:15][N:12]3[CH2:13][CH2:14][N:9]([CH2:8][C:6]4[CH:5]=[CH:4][N:3]=[C:2]([CH3:38])[CH:7]=4)[CH2:10][CH2:11]3)=[CH:17][CH:18]=2)=[CH:23][CH:24]=1)([OH:37])[C:33]([F:36])([F:35])[F:34].[C:47]([OH:48])([C:29]([F:32])([F:31])[F:30])=[O:50]. The catalyst class is: 103. (3) Reactant: Br[C:2]1[N:3]([CH2:24][C:25]#[C:26][CH3:27])[C:4]2[C:9](=[O:10])[N:8]([CH2:11][C:12]3[N:21]=[C:20]([CH3:22])[C:19]4[C:14](=[CH:15][CH:16]=[CH:17][CH:18]=4)[N:13]=3)[N:7]=[CH:6][C:5]=2[N:23]=1.[NH:28]1[CH2:33][CH2:32][CH2:31][C@@H:30]([NH:34][C:35](=[O:41])[O:36][C:37]([CH3:40])([CH3:39])[CH3:38])[CH2:29]1.C(=O)([O-])[O-].[Na+].[Na+].N1CCCC(NC(=O)OC(C)(C)C)C1. Product: [CH2:24]([N:3]1[C:4]2[C:9](=[O:10])[N:8]([CH2:11][C:12]3[N:21]=[C:20]([CH3:22])[C:19]4[C:14](=[CH:15][CH:16]=[CH:17][CH:18]=4)[N:13]=3)[N:7]=[CH:6][C:5]=2[N:23]=[C:2]1[N:28]1[CH2:33][CH2:32][CH2:31][C@@H:30]([NH:34][C:35](=[O:41])[O:36][C:37]([CH3:39])([CH3:38])[CH3:40])[CH2:29]1)[C:25]#[C:26][CH3:27]. The catalyst class is: 58.